Dataset: Peptide-MHC class I binding affinity with 185,985 pairs from IEDB/IMGT. Task: Regression. Given a peptide amino acid sequence and an MHC pseudo amino acid sequence, predict their binding affinity value. This is MHC class I binding data. (1) The peptide sequence is RRWRRLTVC. The MHC is HLA-B15:01 with pseudo-sequence HLA-B15:01. The binding affinity (normalized) is 0.213. (2) The peptide sequence is RAPHLPPQW. The MHC is HLA-B08:01 with pseudo-sequence HLA-B08:01. The binding affinity (normalized) is 0.213. (3) The peptide sequence is KMDVTPLDY. The MHC is HLA-B46:01 with pseudo-sequence HLA-B46:01. The binding affinity (normalized) is 0.0847. (4) The peptide sequence is TTRAVNMEV. The MHC is HLA-B53:01 with pseudo-sequence HLA-B53:01. The binding affinity (normalized) is 0.213.